Predict the reactants needed to synthesize the given product. From a dataset of Full USPTO retrosynthesis dataset with 1.9M reactions from patents (1976-2016). (1) Given the product [CH3:1][S:2]([OH:5])(=[O:4])=[O:3].[NH2:12][CH2:11][C:10]([NH:9][CH2:8][C:6]#[N:7])=[O:20], predict the reactants needed to synthesize it. The reactants are: [CH3:1][S:2]([OH:5])(=[O:4])=[O:3].[C:6]([CH2:8][NH:9][C:10](=[O:20])[CH2:11][NH:12]C(=O)OC(C)(C)C)#[N:7]. (2) Given the product [CH2:1]([O:3][C:4](=[O:24])[CH2:5][C:6]1[CH:11]=[CH:10][C:9]([N:12]2[C:21](=[O:22])[C:20]3[C:15](=[CH:16][CH:17]=[CH:18][CH:19]=3)[N:14]([CH2:32][C:33](=[O:34])[NH:35][C:36]3[CH:41]=[C:40]([Cl:42])[C:39]([O:43][CH3:44])=[CH:38][C:37]=3[O:45][CH3:46])[C:13]2=[O:23])=[CH:8][CH:7]=1)[CH3:2], predict the reactants needed to synthesize it. The reactants are: [CH2:1]([O:3][C:4](=[O:24])[CH2:5][C:6]1[CH:11]=[CH:10][C:9]([N:12]2[C:21](=[O:22])[C:20]3[C:15](=[CH:16][CH:17]=[CH:18][CH:19]=3)[NH:14][C:13]2=[O:23])=[CH:8][CH:7]=1)[CH3:2].C([O-])([O-])=O.[K+].[K+].Br[CH2:32][C:33]([NH:35][C:36]1[CH:41]=[C:40]([Cl:42])[C:39]([O:43][CH3:44])=[CH:38][C:37]=1[O:45][CH3:46])=[O:34].CN(C=O)C. (3) Given the product [F:14][C:15]1[CH:20]=[C:19]([N+:21]([O-:23])=[O:22])[CH:18]=[CH:17][C:16]=1[O:24][C:2]1[C:11]2[C:6](=[CH:7][C:8]([O:12][CH3:13])=[CH:9][CH:10]=2)[N:5]=[CH:4][CH:3]=1, predict the reactants needed to synthesize it. The reactants are: Cl[C:2]1[C:11]2[C:6](=[CH:7][C:8]([O:12][CH3:13])=[CH:9][CH:10]=2)[N:5]=[CH:4][CH:3]=1.[F:14][C:15]1[CH:20]=[C:19]([N+:21]([O-:23])=[O:22])[CH:18]=[CH:17][C:16]=1[OH:24].N1C=CC=CC=1. (4) Given the product [CH3:16][O:15][C:12]1[N:11]=[CH:10][C:9]([NH:8][C:6]2[C:5]([C:17]3[N:22]=[C:21]([CH3:23])[N:20]=[C:19]([S:24][CH3:25])[N:18]=3)=[CH:4][N:3]=[C:2]([C:29]3[CH:30]=[CH:31][N:26]=[CH:27][CH:28]=3)[N:7]=2)=[CH:14][CH:13]=1, predict the reactants needed to synthesize it. The reactants are: Cl[C:2]1[N:7]=[C:6]([NH:8][C:9]2[CH:10]=[N:11][C:12]([O:15][CH3:16])=[CH:13][CH:14]=2)[C:5]([C:17]2[N:22]=[C:21]([CH3:23])[N:20]=[C:19]([S:24][CH3:25])[N:18]=2)=[CH:4][N:3]=1.[N:26]1[CH:31]=[CH:30][C:29](B(O)O)=[CH:28][CH:27]=1.C(=O)([O-])[O-].[Cs+].[Cs+]. (5) Given the product [Cl:1][C:2]1[CH:7]=[CH:6][CH:5]=[CH:4][C:3]=1[C:8]1[N:12]([CH2:14][C:15]2[CH:20]=[CH:19][C:18]([Cl:21])=[CH:17][C:16]=2[Cl:22])[N:11]=[N:10][N:9]=1, predict the reactants needed to synthesize it. The reactants are: [Cl:1][C:2]1[CH:7]=[CH:6][CH:5]=[CH:4][C:3]=1[C:8]1[NH:12][N:11]=[N:10][N:9]=1.Br[CH2:14][C:15]1[CH:20]=[CH:19][C:18]([Cl:21])=[CH:17][C:16]=1[Cl:22].ClCC1C=CC=CC=1OC.N.